This data is from Peptide-MHC class II binding affinity with 134,281 pairs from IEDB. The task is: Regression. Given a peptide amino acid sequence and an MHC pseudo amino acid sequence, predict their binding affinity value. This is MHC class II binding data. (1) The peptide sequence is LLDILDTAGLEEYSAMRD. The MHC is HLA-DQA10102-DQB10602 with pseudo-sequence HLA-DQA10102-DQB10602. The binding affinity (normalized) is 0.451. (2) The peptide sequence is HFFIGDFFVDHYYSE. The MHC is DRB1_0301 with pseudo-sequence DRB1_0301. The binding affinity (normalized) is 0.700. (3) The binding affinity (normalized) is 0.193. The MHC is HLA-DPA10201-DPB10101 with pseudo-sequence HLA-DPA10201-DPB10101. The peptide sequence is ITAMSEVQKVSQPAT. (4) The peptide sequence is KLAFLVQTEPRMLLM. The MHC is DRB1_0802 with pseudo-sequence DRB1_0802. The binding affinity (normalized) is 0.00629. (5) The peptide sequence is LLKEFTVSGNILTIRLTAA. The MHC is DRB1_1501 with pseudo-sequence DRB1_1501. The binding affinity (normalized) is 0.377. (6) The peptide sequence is EKKYFAQTQFEPLAA. The MHC is DRB1_0701 with pseudo-sequence DRB1_0701. The binding affinity (normalized) is 0.869. (7) The peptide sequence is SKGGMRNVFDEVIPT. The MHC is DRB1_0405 with pseudo-sequence DRB1_0405. The binding affinity (normalized) is 0.204. (8) The peptide sequence is EGTNIYNNNEAFKVE. The MHC is HLA-DPA10301-DPB10402 with pseudo-sequence HLA-DPA10301-DPB10402. The binding affinity (normalized) is 0.0754. (9) The peptide sequence is EAYRMRFAAVITRVI. The binding affinity (normalized) is 0.790. The MHC is DRB1_0802 with pseudo-sequence DRB1_0802. (10) The peptide sequence is IASLFAAAGLAAAAP. The MHC is DRB4_0101 with pseudo-sequence DRB4_0103. The binding affinity (normalized) is 0.473.